Dataset: Forward reaction prediction with 1.9M reactions from USPTO patents (1976-2016). Task: Predict the product of the given reaction. (1) The product is: [CH3:1][CH:2]([CH2:36][CH3:37])[C@H:3]([NH:24][C:25]([C:27]1[O:28][C:29]2[CH:35]=[CH:34][CH:33]=[CH:32][C:30]=2[CH:31]=1)=[O:26])[C:4](=[O:23])[NH:5][CH:6]1[CH2:12][CH2:11][CH2:10][N:9]([S:13]([C:16]2[CH:21]=[CH:20][CH:19]=[CH:18][N:17]=2)(=[O:14])=[O:15])[CH2:8][C:7]1=[O:22]. Given the reactants [CH3:1][CH:2]([CH2:36][CH3:37])[C@H:3]([NH:24][C:25]([C:27]1[O:28][C:29]2[CH:35]=[CH:34][CH:33]=[CH:32][C:30]=2[CH:31]=1)=[O:26])[C:4](=[O:23])[NH:5][CH:6]1[CH2:12][CH2:11][CH2:10][N:9]([S:13]([C:16]2[CH:21]=[CH:20][CH:19]=[CH:18][N:17]=2)(=[O:15])=[O:14])[CH2:8][CH:7]1[OH:22].CC(OI1(OC(C)=O)(OC(C)=O)OC(=O)C2C=CC=CC1=2)=O.S([O-])([O-])(=O)=S.[Na+].[Na+].C(=O)(O)[O-].[Na+], predict the reaction product. (2) The product is: [C:8]([C:2]1[CH:7]=[CH:6][CH:5]=[CH:4][CH:3]=1)(=[O:11])[CH3:10]. Given the reactants N.[C:2]1([CH:8]([CH3:10])C)[CH:7]=[CH:6][CH:5]=[CH:4][CH:3]=1.[OH2:11], predict the reaction product. (3) Given the reactants [C:1]([C:3]1[CH:15]=[CH:14][C:6]([O:7][CH2:8][C:9]([O:11][CH2:12][CH3:13])=[O:10])=[CH:5][CH:4]=1)#[CH:2].I[C:17]1[CH:22]=[CH:21][CH:20]=[C:19]([CH3:23])[CH:18]=1, predict the reaction product. The product is: [C:19]1([CH3:23])[CH:20]=[CH:21][CH:22]=[C:17]([C:2]#[C:1][C:3]2[CH:15]=[CH:14][C:6]([O:7][CH2:8][C:9]([O:11][CH2:12][CH3:13])=[O:10])=[CH:5][CH:4]=2)[CH:18]=1.